From a dataset of Full USPTO retrosynthesis dataset with 1.9M reactions from patents (1976-2016). Predict the reactants needed to synthesize the given product. (1) Given the product [F:1][C:2]([F:7])([F:6])[C:3]([OH:5])=[O:4].[F:8][C:9]([F:14])([F:13])[C:10]([OH:12])=[O:11].[Cl:22][C:23]1[CH:24]=[N:25][C:26]2[NH:27][C:28]3[CH:29]=[N:30][CH:31]=[C:32]([CH:54]=3)[CH2:33][CH2:34][C:35]3[CH:43]=[C:39]([NH:40][C:41]=1[N:42]=2)[CH:38]=[CH:37][C:36]=3[NH:44][C:45](=[O:53])[CH2:46][CH:47]1[CH2:52][CH2:51][N:50]([C:61]([C:59]2[CH:58]=[N:57][N:56]([CH3:55])[CH:60]=2)=[O:62])[CH2:49][CH2:48]1, predict the reactants needed to synthesize it. The reactants are: [F:1][C:2]([F:7])([F:6])[C:3]([OH:5])=[O:4].[F:8][C:9]([F:14])([F:13])[C:10]([OH:12])=[O:11].FC(F)(F)C(O)=O.[Cl:22][C:23]1[CH:24]=[N:25][C:26]2[NH:27][C:28]3[CH:29]=[N:30][CH:31]=[C:32]([CH:54]=3)[CH2:33][CH2:34][C:35]3[CH:43]=[C:39]([NH:40][C:41]=1[N:42]=2)[CH:38]=[CH:37][C:36]=3[NH:44][C:45](=[O:53])[CH2:46][CH:47]1[CH2:52][CH2:51][NH:50][CH2:49][CH2:48]1.[CH3:55][N:56]1[CH:60]=[C:59]([C:61](Cl)=[O:62])[CH:58]=[N:57]1. (2) Given the product [F:24][C:22]1[CH:21]=[CH:20][C:3]([O:4][CH2:5][C:6]([N:8]([CH:17]([CH3:19])[CH3:18])[NH:9][C:10]([C:12]2[CH:16]=[CH:15][S:14][CH:13]=2)=[O:11])=[O:7])=[C:2]([C:35]2[CH:36]=[CH:37][CH:38]=[CH:39][C:34]=2[O:33][C:32]([F:31])([F:44])[F:43])[CH:23]=1, predict the reactants needed to synthesize it. The reactants are: Br[C:2]1[CH:23]=[C:22]([F:24])[CH:21]=[CH:20][C:3]=1[O:4][CH2:5][C:6]([N:8]([CH:17]([CH3:19])[CH3:18])[NH:9][C:10]([C:12]1[CH:16]=[CH:15][S:14][CH:13]=1)=[O:11])=[O:7].C([O-])([O-])=O.[Na+].[Na+].[F:31][C:32]([F:44])([F:43])[O:33][C:34]1[CH:39]=[CH:38][CH:37]=[CH:36][C:35]=1B(O)O.